The task is: Predict the reactants needed to synthesize the given product.. This data is from Full USPTO retrosynthesis dataset with 1.9M reactions from patents (1976-2016). (1) Given the product [C:1]([O:5][C:6]([N:8]1[CH2:12][CH2:11][CH:10]([C:13]2[CH:18]=[CH:17][C:16]([S:19]([C:22]3[CH:27]=[CH:26][CH:25]=[C:24]([F:28])[CH:23]=3)(=[O:21])=[O:20])=[CH:15][C:14]=2[O:29][CH2:46][CH2:47][OH:48])[CH2:9]1)=[O:7])([CH3:4])([CH3:2])[CH3:3], predict the reactants needed to synthesize it. The reactants are: [C:1]([O:5][C:6]([N:8]1[CH2:12][CH2:11][CH:10]([C:13]2[CH:18]=[CH:17][C:16]([S:19]([C:22]3[CH:27]=[CH:26][CH:25]=[C:24]([F:28])[CH:23]=3)(=[O:21])=[O:20])=[CH:15][C:14]=2[OH:29])[CH2:9]1)=[O:7])([CH3:4])([CH3:3])[CH3:2].[BH4-].[Li+].OS([O-])(=O)=O.[K+].[O-]S([O-])(=O)=O.[Na+].[Na+].C1C[O:48][CH2:47][CH2:46]1. (2) Given the product [CH3:1][O:2][C:3]([C:5]1([C:19]2[C:28]3[C:23](=[CH:24][C:25]([O:31][CH3:32])=[C:26]([O:29][CH3:30])[CH:27]=3)[N:22]=[CH:21][N:20]=2)[CH2:6][CH2:7][N:8]([C:11]([O:13][C:14]([CH3:17])([CH3:16])[CH3:15])=[O:12])[CH2:9][CH2:10]1)=[O:4], predict the reactants needed to synthesize it. The reactants are: [CH3:1][O:2][C:3]([CH:5]1[CH2:10][CH2:9][N:8]([C:11]([O:13][C:14]([CH3:17])([CH3:16])[CH3:15])=[O:12])[CH2:7][CH2:6]1)=[O:4].Cl[C:19]1[C:28]2[C:23](=[CH:24][C:25]([O:31][CH3:32])=[C:26]([O:29][CH3:30])[CH:27]=2)[N:22]=[CH:21][N:20]=1.[Li+].C[Si]([N-][Si](C)(C)C)(C)C.C1COCC1. (3) Given the product [N:16]1([C:21]2[CH:22]=[C:23]([NH:24][C:5](=[O:7])[C:4]3[CH:8]=[CH:9][C:10]([CH3:11])=[C:2]([I:1])[CH:3]=3)[CH:25]=[C:26]([C:28]([F:30])([F:31])[F:29])[CH:27]=2)[CH:20]=[CH:19][N:18]=[CH:17]1, predict the reactants needed to synthesize it. The reactants are: [I:1][C:2]1[CH:3]=[C:4]([CH:8]=[CH:9][C:10]=1[CH3:11])[C:5]([OH:7])=O.S(Cl)(Cl)=O.[N:16]1([C:21]2[CH:22]=[C:23]([CH:25]=[C:26]([C:28]([F:31])([F:30])[F:29])[CH:27]=2)[NH2:24])[CH:20]=[CH:19][N:18]=[CH:17]1.C(N(C(C)C)CC)(C)C. (4) Given the product [CH:38]1([NH:34][C:35]([NH:5][C:4]2[CH:6]=[CH:7][C:8]([O:9][C:10]3[CH:15]=[CH:14][N:13]=[C:12]4[CH:16]=[C:17]([C:19]5[CH:24]=[CH:23][C:22]([CH2:25][N:26]6[CH2:27][CH2:28][O:29][CH2:30][CH2:31]6)=[CH:21][N:20]=5)[S:18][C:11]=34)=[C:2]([F:1])[CH:3]=2)=[O:44])[CH2:39][CH2:40]1, predict the reactants needed to synthesize it. The reactants are: [F:1][C:2]1[CH:3]=[C:4]([CH:6]=[CH:7][C:8]=1[O:9][C:10]1[CH:15]=[CH:14][N:13]=[C:12]2[CH:16]=[C:17]([C:19]3[CH:24]=[CH:23][C:22]([CH2:25][N:26]4[CH2:31][CH2:30][O:29][CH2:28][CH2:27]4)=[CH:21][N:20]=3)[S:18][C:11]=12)[NH2:5].CC[N:34]([CH:38]([CH3:40])[CH3:39])[CH:35](C)C.ClC(Cl)([O:44]C(=O)OC(Cl)(Cl)Cl)Cl.C1(N)CC1.